Dataset: Experimentally validated miRNA-target interactions with 360,000+ pairs, plus equal number of negative samples. Task: Binary Classification. Given a miRNA mature sequence and a target amino acid sequence, predict their likelihood of interaction. (1) The miRNA is hsa-miR-184 with sequence UGGACGGAGAACUGAUAAGGGU. The protein sequence of the target gene is MDTAEDPAWLQLLQKDSSPPGPRPTAFFCPQDGSLGAGSSAMRDYCPSQQKASPAPPRHTPDQSPGMESRHRSPSGAGEGASCSDGPRGSLACPSPTCFSPQESPSKETLEAHGASISGTPEATTSGKPEPVSSVKTEPKSSDDRNPMFLEKMDFKSSKQADSTSIGKEDPGSSRKADPMFTGKAEPEILGKGDPVAPGRMDPMTVRKEDLGSLGKVDPLCSSKTYTVSPRKEDPGSLRKVDPVSSDKVDPVFPRKEEPRYSGKEHPVSSEKVAPTSAEKVDLVLSGKRDPGPSGKADPM.... Result: 1 (interaction). (2) The miRNA is hsa-miR-301a-5p with sequence GCUCUGACUUUAUUGCACUACU. The protein sequence of the target gene is MSEGESKDSSGSECPVCYEKFRDLEGASRTLSCGHVFCHDCLVKYLLSTRVDGQVQRTLVCPICRYVTFLSKKSSRWPSMLDKSSQTLAVPVGLPSVPPLDSLGHTNPLAASSPAWRPPPGQARPPGSPGQSAQLPLDLLPSLPRESQIFVISRHGMPLGEQDSVLPRRSLAELSEASLAPRSARAFCCRSRALLLITLIAVVAVVAAILPWVLLVRKQA. Result: 0 (no interaction). (3) The miRNA is hsa-miR-212-3p with sequence UAACAGUCUCCAGUCACGGCC. The protein sequence of the target gene is MAAGVEAAAEVAATEIKMEEESGAPGVPSGNGAPGPKGEGERPAQNEKRKEKNIKRGGNRFEPYANPTKRYRAFITNIPFDVKWQSLKDLVKEKVGEVTYVELLMDAEGKSRGCAVVEFKMEESMKKAAEVLNKHSLSGRPLKVKEDPDGEHARRAMQKVMATTGGMGMGPGGPGMITIPPSILNNPNIPNEIIHALQAGRLGSTVFVANLDYKVGWKKLKEVFSMAGVVVRADILEDKDGKSRGIGTVTFEQSIEAVQAISMFNGQLLFDRPMHVKMDERALPKGDFFPPERPQQLPHG.... Result: 0 (no interaction). (4) The miRNA is hsa-miR-617 with sequence AGACUUCCCAUUUGAAGGUGGC. The protein sequence of the target gene is MLAGRPGTRSAVGELGTESSDNLDRAPLGPRESGGHHRPGSYLDMKIHLEKNLEEERQILLQQQKICRNRARKYFVESNRRKKAFEEKRKEQEEKEHQIREQILQQRKQKFEEVTEKFQRAHVPLSQRRKAVSRKPVPPLEEALKQIQESNLKSEVNLPFSRRPTINWRAIDSALPSALSKNDHKHQKQLLSKINCEKEMNENMRATLATSKNVFQLKLEETQKLLEDQHLSNLQKFGDEVNQITNSETLSSIDSLEATEHEEIYLTLNKEHSTSIQRNTISLKPANMQSTNLSCFDEDK.... Result: 0 (no interaction). (5) The miRNA is mmu-miR-3088-3p with sequence UUCAUGAGCAGCUGCAAAGGUGU. The protein sequence of the target gene is MHLLAILFCALWSAVLAENSDDYDLMYVNLDNEIDNGLHPTEDPTPCACGQEHSEWDKLFIMLENSQMRERMLLQATDDVLRGELQRLREELGRLAESLARPCAPGAPAEARLTSALDELLQATRDAGRRLARMEGAEAQRPEEAGRALAAVLEELRQTRADLHAVQGWAARSWLPAGCETAILFPMRSKKIFGSVHPVRPMRLESFSACIWVKATDVLNKTILFSYGTKRNPYEIQLYLSYQSIVFVVGGEENKLVAEAMVSLGRWTHLCGTWNSEEGLTSLWVNGELAATTVEMATGH.... Result: 0 (no interaction). (6) The miRNA is hsa-miR-6795-3p with sequence ACCCCUCGUUUCUUCCCCCAG. The protein sequence of the target gene is MAATKRKRRGGFAVQAKKPKRNEIDAEPPAKRHATAEEVEEEERDRIPGPVCKGKWKNKERILIFSSRGINFRTRHLMQDLRMLMPHSKADTKMDRKDKLFVINEVCEMKNCNKCIYFEAKKKQDLYMWLSNSPHGPSAKFLVQNIHTLAELKMTGNCLKGSRPLLSFDPAFDELPHYALLKELLIQIFSTPRYHPKSQPFVDHVFTFTILDNRIWFRNFQIIEEDAALVEIGPRFVLNLIKIFQGSFGGPTLYENPHYQSPNMHRRVIRSITAAKYREKQQVKDVQKLRKKEPKTLLPH.... Result: 1 (interaction).